Predict the reactants needed to synthesize the given product. From a dataset of Full USPTO retrosynthesis dataset with 1.9M reactions from patents (1976-2016). (1) Given the product [C:36]([NH:40][C:9]([C:6]1[CH:5]=[C:4]([CH2:3][C:2]([CH3:1])([CH3:13])[CH3:12])[O:8][N:7]=1)=[O:11])([CH3:39])([CH3:38])[CH3:37], predict the reactants needed to synthesize it. The reactants are: [CH3:1][C:2]([CH3:13])([CH3:12])[CH2:3][C:4]1[O:8][N:7]=[C:6]([C:9]([OH:11])=O)[CH:5]=1.C1C=CC2N(O)N=NC=2C=1.CCN=C=NCCCN(C)C.Cl.[C:36]([NH2:40])([CH3:39])([CH3:38])[CH3:37]. (2) The reactants are: Br[C:2]1[CH:3]=[C:4]([C:8]2[CH:13]=[C:12]([C:14]3[CH:19]=[CH:18][C:17]([C:20]([F:23])([F:22])[F:21])=[CH:16][CH:15]=3)[CH:11]=[C:10]([C:24]([F:27])([F:26])[F:25])[N:9]=2)[CH:5]=[CH:6][CH:7]=1.[NH2:28][C:29]1[N:34]=[CH:33][C:32](B2OC(C)(C)C(C)(C)O2)=[CH:31][N:30]=1. Given the product [F:25][C:24]([F:27])([F:26])[C:10]1[N:9]=[C:8]([C:4]2[CH:3]=[C:2]([C:32]3[CH:31]=[N:30][C:29]([NH2:28])=[N:34][CH:33]=3)[CH:7]=[CH:6][CH:5]=2)[CH:13]=[C:12]([C:14]2[CH:19]=[CH:18][C:17]([C:20]([F:23])([F:22])[F:21])=[CH:16][CH:15]=2)[CH:11]=1, predict the reactants needed to synthesize it. (3) Given the product [Br:14][C:15]1[C:16]([CH3:24])=[CH:17][C:18]([CH2:22][CH:4]([C:5]([O:7][CH2:8][CH3:9])=[O:6])[C:3]([O:11][CH2:12][CH3:13])=[O:10])=[C:19]([CH3:21])[CH:20]=1, predict the reactants needed to synthesize it. The reactants are: [H-].[Na+].[C:3]([O:11][CH2:12][CH3:13])(=[O:10])[CH2:4][C:5]([O:7][CH2:8][CH3:9])=[O:6].[Br:14][C:15]1[CH:20]=[C:19]([CH3:21])[C:18]([CH2:22]Cl)=[CH:17][C:16]=1[CH3:24]. (4) Given the product [F:13][C:14]1[CH:32]=[C:31]([C:33](=[O:38])[C:34]([F:36])([F:37])[F:35])[CH:30]=[CH:29][C:15]=1[O:16][C:17]1[CH:27]=[CH:26][CH:25]=[C:24]([CH3:28])[C:18]=1[C:19]([O:21][CH2:22][CH3:23])=[O:20], predict the reactants needed to synthesize it. The reactants are: S(OOS([O-])(=O)=O)([O-])(=O)=O.[K+].[K+].[F:13][C:14]1[CH:32]=[C:31]([CH:33]([OH:38])[C:34]([F:37])([F:36])[F:35])[CH:30]=[CH:29][C:15]=1[O:16][C:17]1[CH:27]=[CH:26][CH:25]=[C:24]([CH3:28])[C:18]=1[C:19]([O:21][CH2:22][CH3:23])=[O:20].